Dataset: Reaction yield outcomes from USPTO patents with 853,638 reactions. Task: Predict the reaction yield, written as a fraction of the theoretical maximum amount of product (1.0 means a 100% yield; for example, 0.34 means a 34% yield). The reactants are [NH2:1][C:2]1[C:7]([CH:8]=O)=[CH:6][CH:5]=[CH:4][N:3]=1.[CH3:10][C:11]([CH3:13])=O.N1CCCCC1. The catalyst is C(O)C. The product is [CH3:13][C:11]1[CH:10]=[CH:8][C:7]2[C:2](=[N:3][CH:4]=[CH:5][CH:6]=2)[N:1]=1. The yield is 0.690.